Dataset: Forward reaction prediction with 1.9M reactions from USPTO patents (1976-2016). Task: Predict the product of the given reaction. (1) Given the reactants [Cl:1][C:2]1[CH:7]=[C:6]([C:8]2[C:12]([N:13]3[CH2:18][CH2:17][NH:16][CH2:15][CH2:14]3)=[CH:11][NH:10][N:9]=2)[C:5]([OH:19])=[CH:4][C:3]=1[OH:20].C(=O)([O-])[O-].[Cs+].[Cs+].Br[CH2:28][CH2:29][OH:30], predict the reaction product. The product is: [Cl:1][C:2]1[CH:7]=[C:6]([C:8]2[C:12]([N:13]3[CH2:18][CH2:17][N:16]([CH2:28][CH2:29][OH:30])[CH2:15][CH2:14]3)=[CH:11][NH:10][N:9]=2)[C:5]([OH:19])=[CH:4][C:3]=1[OH:20]. (2) Given the reactants C([O:3][C:4]([C@H:6]1[CH2:11][CH2:10][C@H:9]([O:12][C:13]2[CH:18]=[CH:17][N:16]=[CH:15][N:14]=2)[CH2:8][CH2:7]1)=[O:5])C.[OH-].[Na+], predict the reaction product. The product is: [N:16]1[CH:17]=[CH:18][C:13]([O:12][C@H:9]2[CH2:8][CH2:7][C@H:6]([C:4]([OH:5])=[O:3])[CH2:11][CH2:10]2)=[N:14][CH:15]=1.